From a dataset of Catalyst prediction with 721,799 reactions and 888 catalyst types from USPTO. Predict which catalyst facilitates the given reaction. (1) Reactant: [CH3:1][S:2](Cl)(=[O:4])=[O:3].[NH2:6][CH2:7][CH2:8][CH:9]([NH:17][C:18](=[O:24])[O:19][C:20]([CH3:23])([CH3:22])[CH3:21])[C:10]1[CH:15]=[CH:14][C:13]([Cl:16])=[CH:12][CH:11]=1.C(N(CC)C(C)C)(C)C. Product: [Cl:16][C:13]1[CH:14]=[CH:15][C:10]([CH:9]([NH:17][C:18](=[O:24])[O:19][C:20]([CH3:22])([CH3:21])[CH3:23])[CH2:8][CH2:7][NH:6][S:2]([CH3:1])(=[O:4])=[O:3])=[CH:11][CH:12]=1. The catalyst class is: 2. (2) Reactant: [H-].[Na+].[Br-].[OH:4][CH2:5][CH2:6][CH2:7][CH2:8][CH2:9][CH2:10][P+](C1C=CC=CC=1)(C1C=CC=CC=1)C1C=CC=CC=1.CS(C)=O.[CH3:34][C:35](=O)[CH2:36][CH2:37][CH2:38][CH2:39][CH2:40][CH2:41][CH2:42][CH3:43]. Product: [CH3:34][CH:35]([CH2:36][CH2:37][CH2:38][CH2:39][CH2:40][CH2:41][CH2:42][CH3:43])[CH2:10][CH2:9][CH2:8][CH2:7][CH:6]=[CH:5][OH:4]. The catalyst class is: 6. (3) Reactant: [Cl:1][C:2]1[CH:7]=[CH:6][CH:5]=[C:4]([F:8])[C:3]=1[N:9]1[CH:20]=[C:19]([CH:21]=O)[C:12]2[N:13]=[C:14]([S:17][CH3:18])[N:15]=[CH:16][C:11]=2[C:10]1=[O:23].[CH3:24]C(C)([O-])C.[K+]. Product: [Cl:1][C:2]1[CH:7]=[CH:6][CH:5]=[C:4]([F:8])[C:3]=1[N:9]1[CH:20]=[C:19]([CH:21]=[CH2:24])[C:12]2[N:13]=[C:14]([S:17][CH3:18])[N:15]=[CH:16][C:11]=2[C:10]1=[O:23]. The catalyst class is: 597. (4) Reactant: [CH2:1]([CH:3]([O:6][C:7]1[CH:12]=[C:11]([CH3:13])[N:10]=[C:9]([NH:14][C:15]2[C:20]([CH3:21])=[CH:19][C:18]([CH3:22])=[CH:17][C:16]=2[CH3:23])[C:8]=1[NH2:24])[CH2:4][CH3:5])[CH3:2].Br[C:26]#[N:27]. Product: [CH2:1]([CH:3]([O:6][C:7]1[CH:12]=[C:11]([CH3:13])[N:10]=[C:9]2[N:14]([C:15]3[C:20]([CH3:21])=[CH:19][C:18]([CH3:22])=[CH:17][C:16]=3[CH3:23])[C:26]([NH2:27])=[N:24][C:8]=12)[CH2:4][CH3:5])[CH3:2]. The catalyst class is: 10. (5) Reactant: [F:1][C:2]1[CH:7]=[CH:6][C:5]([C:8]([F:11])([F:10])[F:9])=[CH:4][C:3]=1[NH:12][C:13]1[N:17]([CH3:18])[C:16]2[CH:19]=[CH:20][C:21]([O:23][C:24]3[CH:29]=[CH:28][N:27]=[C:26]([NH:30][C:31](=[O:40])[CH2:32][CH2:33][CH:34]4[CH2:39][CH2:38][NH:37][CH2:36][CH2:35]4)[CH:25]=3)=[CH:22][C:15]=2[N:14]=1.C=O.[C:43](O)(=O)C.C([BH3-])#N.[Na+]. Product: [F:1][C:2]1[CH:7]=[CH:6][C:5]([C:8]([F:9])([F:11])[F:10])=[CH:4][C:3]=1[NH:12][C:13]1[N:17]([CH3:18])[C:16]2[CH:19]=[CH:20][C:21]([O:23][C:24]3[CH:29]=[CH:28][N:27]=[C:26]([NH:30][C:31](=[O:40])[CH2:32][CH2:33][CH:34]4[CH2:35][CH2:36][N:37]([CH3:43])[CH2:38][CH2:39]4)[CH:25]=3)=[CH:22][C:15]=2[N:14]=1. The catalyst class is: 5. (6) Reactant: [C:1](OC(=O)C)(=[O:3])[CH3:2].Cl.[CH3:9][O:10][C:11]1[CH:12]=[CH:13][C:14]2[CH2:15][C@H:16]3[NH:27][CH2:26][CH2:25][C@@:22]4([C:23]=2[CH:24]=1)[C@H:17]3[CH2:18][CH2:19][CH2:20][CH2:21]4.C(N(CC)CC)C. Product: [CH3:9][O:10][C:11]1[CH:12]=[CH:13][C:14]2[CH2:15][C@H:16]3[N:27]([C:1](=[O:3])[CH3:2])[CH2:26][CH2:25][C@@:22]4([C:23]=2[CH:24]=1)[C@H:17]3[CH2:18][CH2:19][CH2:20][CH2:21]4. The catalyst class is: 1.